Predict the product of the given reaction. From a dataset of Forward reaction prediction with 1.9M reactions from USPTO patents (1976-2016). (1) Given the reactants Br[C:2]1[C:10]2[C:6](=[C:7]([CH3:12])[N:8]([CH3:11])[N:9]=2)[CH:5]=[CH:4][CH:3]=1.[CH3:13][C:14]1[CH:19]=[C:18]([CH3:20])[CH:17]=[C:16]([CH3:21])[C:15]=1B(O)O.P([O-])([O-])([O-])=O.[K+].[K+].[K+].C1(P(C2CCCCC2)C2C=CC=CC=2C2C=CC=CC=2N(C)C)CCCCC1, predict the reaction product. The product is: [CH3:11][N:8]1[C:7]([CH3:12])=[C:6]2[C:10]([C:2]([C:15]3[C:16]([CH3:21])=[CH:17][C:18]([CH3:20])=[CH:19][C:14]=3[CH3:13])=[CH:3][CH:4]=[CH:5]2)=[N:9]1. (2) The product is: [Cl:7][C:8]1[CH:9]=[C:10]([O:21][CH2:23][C:24]2[C:36]([F:37])=[CH:35][C:27]([C:28]([NH:30][S:31]([CH3:34])(=[O:33])=[O:32])=[O:29])=[C:26]([F:38])[CH:25]=2)[CH:11]=[N:12][C:13]=1[O:14][CH2:15][CH2:16][C:17]([F:18])([F:19])[F:20]. Given the reactants C(=O)([O-])[O-].[K+].[K+].[Cl:7][C:8]1[CH:9]=[C:10]([OH:21])[CH:11]=[N:12][C:13]=1[O:14][CH2:15][CH2:16][C:17]([F:20])([F:19])[F:18].Br[CH2:23][C:24]1[C:36]([F:37])=[CH:35][C:27]([C:28]([NH:30][S:31]([CH3:34])(=[O:33])=[O:32])=[O:29])=[C:26]([F:38])[CH:25]=1, predict the reaction product. (3) Given the reactants [OH:1][C:2]1[C:11]2[C:6](=[CH:7][CH:8]=[CH:9][CH:10]=2)[CH:5]=[CH:4][C:3]=1[C:12]([OH:14])=O.C(N(C(C)C)C(C)C)C.F[P-](F)(F)(F)(F)F.N1(OC(N(C)C)=[N+](C)C)C2C=CC=CC=2N=N1.[C:48]([O:52][C:53]([NH:55][C@@H:56]1[CH2:61][C@H:60]([NH:62][C:63]([O:65][C:66]([CH3:69])([CH3:68])[CH3:67])=[O:64])[CH2:59][N:58]([C:70]2[CH:75]=[C:74]([NH:76][C:77]3[CH:82]=[CH:81][C:80]([NH2:83])=[CH:79][CH:78]=3)[CH:73]=[C:72]([N:84]3[CH2:89][C@@H:88]([NH:90][C:91]([O:93][C:94]([CH3:97])([CH3:96])[CH3:95])=[O:92])[CH2:87][C@@H:86]([NH:98][C:99]([O:101][C:102]([CH3:105])([CH3:104])[CH3:103])=[O:100])[CH2:85]3)[N:71]=2)[CH2:57]1)=[O:54])([CH3:51])([CH3:50])[CH3:49], predict the reaction product. The product is: [C:48]([O:52][C:53]([NH:55][C@@H:56]1[CH2:61][C@H:60]([NH:62][C:63]([O:65][C:66]([CH3:69])([CH3:68])[CH3:67])=[O:64])[CH2:59][N:58]([C:70]2[CH:75]=[C:74]([NH:76][C:77]3[CH:82]=[CH:81][C:80]([NH:83][C:12]([C:3]4[CH:4]=[CH:5][C:6]5[C:11](=[CH:10][CH:9]=[CH:8][CH:7]=5)[C:2]=4[OH:1])=[O:14])=[CH:79][CH:78]=3)[CH:73]=[C:72]([N:84]3[CH2:89][C@@H:88]([NH:90][C:91]([O:93][C:94]([CH3:97])([CH3:96])[CH3:95])=[O:92])[CH2:87][C@@H:86]([NH:98][C:99]([O:101][C:102]([CH3:105])([CH3:104])[CH3:103])=[O:100])[CH2:85]3)[N:71]=2)[CH2:57]1)=[O:54])([CH3:49])([CH3:50])[CH3:51].